This data is from Full USPTO retrosynthesis dataset with 1.9M reactions from patents (1976-2016). The task is: Predict the reactants needed to synthesize the given product. (1) Given the product [CH2:22]([N:24]1[CH2:29][CH2:28][CH:27]([O:21][C:18]2[CH:19]=[CH:20][C:15]([C:9]3([CH2:8][NH:7][C:2]4[CH:3]=[CH:4][CH:5]=[CH:6][N:1]=4)[CH2:10][CH2:11][O:12][CH2:13][CH2:14]3)=[CH:16][CH:17]=2)[CH2:26][CH2:25]1)[CH3:23], predict the reactants needed to synthesize it. The reactants are: [N:1]1[CH:6]=[CH:5][CH:4]=[CH:3][C:2]=1[NH:7][CH2:8][C:9]1([C:15]2[CH:20]=[CH:19][C:18]([OH:21])=[CH:17][CH:16]=2)[CH2:14][CH2:13][O:12][CH2:11][CH2:10]1.[CH2:22]([N:24]1[CH2:29][CH2:28][CH:27](O)[CH2:26][CH2:25]1)[CH3:23].C1(P(C2C=CC=CC=2)C2C=CC=CC=2)C=CC=CC=1.N(C(OC(C)C)=O)=NC(OC(C)C)=O. (2) Given the product [C:1]([C:3]1[CH:4]=[C:5]2[N:11]=[C:10]([C:12]([C:13]3[C:21]([CH2:22][CH3:23])=[CH:20][C:19]([CH3:24])=[C:18]4[C:14]=3[CH:15]=[CH:16][N:17]4[C:25]([O:27][C:28]([CH3:29])([CH3:30])[CH3:31])=[O:26])=[O:32])[N:9]([CH2:33][O:34][CH2:35][CH2:36][Si:37]([CH3:40])([CH3:39])[CH3:38])[C:6]2=[N:7][CH:8]=1)#[N:2], predict the reactants needed to synthesize it. The reactants are: [C:1]([C:3]1[CH:4]=[C:5]2[N:11]=[C:10]([CH:12]([OH:32])[C:13]3[C:21]([CH2:22][CH3:23])=[CH:20][C:19]([CH3:24])=[C:18]4[C:14]=3[CH:15]=[CH:16][N:17]4[C:25]([O:27][C:28]([CH3:31])([CH3:30])[CH3:29])=[O:26])[N:9]([CH2:33][O:34][CH2:35][CH2:36][Si:37]([CH3:40])([CH3:39])[CH3:38])[C:6]2=[N:7][CH:8]=1)#[N:2]. (3) Given the product [C:22]([O:26][C:27]([N:29]1[CH2:30][CH:31]=[C:32]([C:2]2[CH:7]=[N:6][C:5]([C:8]3[CH:13]=[CH:12][C:11]([Cl:14])=[CH:10][CH:9]=3)=[C:4]([C:15]3[CH:16]=[CH:17][C:18]([Cl:21])=[CH:19][CH:20]=3)[N:3]=2)[CH2:33][CH2:34]1)=[O:28])([CH3:25])([CH3:23])[CH3:24], predict the reactants needed to synthesize it. The reactants are: Cl[C:2]1[N:3]=[C:4]([C:15]2[CH:20]=[CH:19][C:18]([Cl:21])=[CH:17][CH:16]=2)[C:5]([C:8]2[CH:13]=[CH:12][C:11]([Cl:14])=[CH:10][CH:9]=2)=[N:6][CH:7]=1.[C:22]([O:26][C:27]([N:29]1[CH2:34][CH:33]=[C:32](B2OC(C)(C)C(C)(C)O2)[CH2:31][CH2:30]1)=[O:28])([CH3:25])([CH3:24])[CH3:23].C(=O)([O-])[O-].[K+].[K+].CN(C=O)C. (4) Given the product [CH:26]([N:14]1[C:15]2[C:11](=[CH:10][CH:9]=[C:8]([CH:7]3[CH2:4][CH2:5][CH2:6][N:2]([CH3:1])[CH2:3]3)[CH:16]=2)[CH:12]=[CH:13]1)([CH3:28])[CH3:27], predict the reactants needed to synthesize it. The reactants are: [CH3:1][N:2]1[CH2:6][CH2:5][CH2:4][C@H:3]1[CH2:7][C:8]1[CH:16]=[C:15]2[C:11]([CH:12]=[CH:13][NH:14]2)=[CH:10][CH:9]=1.[H-].[Na+].C([O-])([O-])=O.[K+].[K+].I[CH:26]([CH3:28])[CH3:27]. (5) Given the product [ClH:7].[F:8][C:9]1[CH:54]=[CH:53][CH:52]=[C:51]([F:55])[C:10]=1[CH2:11][O:12][C:13]([C:22]1[CH:23]=[CH:24][C:25]([C:28]2([S:41]([C:44]3[CH:49]=[CH:48][C:47]([F:50])=[CH:46][CH:45]=3)(=[O:42])=[O:43])[CH2:32][CH2:31][N:30]([CH2:33][C:34]([OH:36])=[O:35])[CH2:29]2)=[CH:26][CH:27]=1)([C:14]([F:15])([F:16])[F:17])[C:18]([F:21])([F:20])[F:19], predict the reactants needed to synthesize it. The reactants are: O1CCOCC1.[ClH:7].[F:8][C:9]1[CH:54]=[CH:53][CH:52]=[C:51]([F:55])[C:10]=1[CH2:11][O:12][C:13]([C:22]1[CH:27]=[CH:26][C:25]([C:28]2([S:41]([C:44]3[CH:49]=[CH:48][C:47]([F:50])=[CH:46][CH:45]=3)(=[O:43])=[O:42])[CH2:32][CH2:31][N:30]([CH2:33][C:34]([O:36]C(C)(C)C)=[O:35])[CH2:29]2)=[CH:24][CH:23]=1)([C:18]([F:21])([F:20])[F:19])[C:14]([F:17])([F:16])[F:15]. (6) Given the product [C:7]([NH2:9])(=[O:8])[C:6]1[CH:16]=[CH:17][CH:3]=[CH:4][CH:5]=1, predict the reactants needed to synthesize it. The reactants are: NC[C:3]1[CH:17]=[CH:16][C:6]([C:7]([NH:9]C2C=NC=CC=2)=[O:8])=[CH:5][CH:4]=1.N1N=C(S(Cl)(=O)=O)NC=1. (7) Given the product [F:20][C:17]1[CH:16]=[C:15]([C:21]#[N:22])[C:14]([C:12]2[CH:13]=[C:8]([C:26]3[N:30]4[N:31]=[CH:32][C:33]([C:35]([OH:38])([CH3:36])[CH3:37])=[N:34][C:29]4=[N:28][CH:27]=3)[CH:9]=[CH:10][C:11]=2[F:23])=[CH:19][CH:18]=1, predict the reactants needed to synthesize it. The reactants are: CC1(C)COB([C:8]2[CH:9]=[CH:10][C:11]([F:23])=[C:12]([C:14]3[C:15]([C:21]#[N:22])=[CH:16][C:17]([F:20])=[CH:18][CH:19]=3)[CH:13]=2)OC1.Br[C:26]1[N:30]2[N:31]=[CH:32][C:33]([C:35]([OH:38])([CH3:37])[CH3:36])=[N:34][C:29]2=[N:28][CH:27]=1. (8) Given the product [CH3:1][CH:2]([CH3:21])[CH2:3][CH2:4][O:5][CH2:6][C:7]1[N:30]=[C:31]([NH2:33])[N:32]=[C:9]([NH2:10])[C:8]=1[C:11]1[CH:12]=[CH:13][C:14]([N+:17]([O-:19])=[O:18])=[CH:15][CH:16]=1, predict the reactants needed to synthesize it. The reactants are: [CH3:1][CH:2]([CH3:21])[CH2:3][CH2:4][O:5][CH2:6][C:7](=O)[CH:8]([C:11]1[CH:16]=[CH:15][C:14]([N+:17]([O-:19])=[O:18])=[CH:13][CH:12]=1)[C:9]#[N:10].C[Si](C=[N+]=[N-])(C)C.Cl.[NH2:30][C:31]([NH2:33])=[NH:32].O(CC)[K]. (9) Given the product [C:1]([O:5][C:6]([N:8]1[CH2:9][CH2:10][N:11]([C:14]2[CH:19]=[C:18]([C:20]([OH:22])=[O:21])[CH:17]=[C:16]([Cl:24])[N:15]=2)[CH2:12][CH2:13]1)=[O:7])([CH3:4])([CH3:2])[CH3:3], predict the reactants needed to synthesize it. The reactants are: [C:1]([O:5][C:6]([N:8]1[CH2:13][CH2:12][N:11]([C:14]2[CH:19]=[C:18]([C:20]([O:22]C)=[O:21])[CH:17]=[C:16]([Cl:24])[N:15]=2)[CH2:10][CH2:9]1)=[O:7])([CH3:4])([CH3:3])[CH3:2].O[Li].O. (10) Given the product [CH2:35]([O:37][C:38]1[CH:46]=[CH:45][C:41]([C:42]([N:25]2[CH2:24][CH2:23][CH:22]([O:21][C:20]3[N:19]=[CH:18][N:17]=[C:16]4[N:12]([C:3]5[CH:4]=[CH:5][C:6]([S:8]([CH3:11])(=[O:9])=[O:10])=[CH:7][C:2]=5[F:1])[N:13]=[CH:14][C:15]=34)[CH2:27][CH2:26]2)=[O:43])=[CH:40][CH:39]=1)[CH3:36], predict the reactants needed to synthesize it. The reactants are: [F:1][C:2]1[CH:7]=[C:6]([S:8]([CH3:11])(=[O:10])=[O:9])[CH:5]=[CH:4][C:3]=1[N:12]1[C:16]2=[N:17][CH:18]=[N:19][C:20]([O:21][CH:22]3[CH2:27][CH2:26][NH:25][CH2:24][CH2:23]3)=[C:15]2[CH:14]=[N:13]1.C(N(CC)CC)C.[CH2:35]([O:37][C:38]1[CH:46]=[CH:45][C:41]([C:42](Cl)=[O:43])=[CH:40][CH:39]=1)[CH3:36].